From a dataset of Reaction yield outcomes from USPTO patents with 853,638 reactions. Predict the reaction yield, written as a fraction of the theoretical maximum amount of product (1.0 means a 100% yield; for example, 0.34 means a 34% yield). (1) The reactants are Cl.[N:2]1[CH:7]=[CH:6][C:5]([CH2:8][C:9]([OH:11])=O)=[CH:4][CH:3]=1.C(N(CC)CC)C.C(N1C=CN=C1)(N1C=CN=C1)=O.[CH3:31][C:32]1(C)[O:37]C(=O)[CH2:35][C:34](=O)[O:33]1.N1C=CC=CC=1. The catalyst is C(Cl)Cl. The product is [CH2:34]([O:33][C:32](=[O:37])[CH2:31][C:9](=[O:11])[CH2:8][C:5]1[CH:4]=[CH:3][N:2]=[CH:7][CH:6]=1)[CH3:35]. The yield is 0.150. (2) The reactants are [CH3:1][O:2][C:3]([C:5]1([C:8]2[CH:13]=[CH:12][C:11]([OH:14])=[C:10]([NH2:15])[CH:9]=2)[CH2:7][CH2:6]1)=[O:4].Cl[C:17](Cl)([O:19]C(=O)OC(Cl)(Cl)Cl)Cl.O. The catalyst is C1COCC1. The product is [CH3:1][O:2][C:3]([C:5]1([C:8]2[CH:13]=[CH:12][C:11]3[O:14][C:17](=[O:19])[NH:15][C:10]=3[CH:9]=2)[CH2:7][CH2:6]1)=[O:4]. The yield is 0.910. (3) The reactants are [CH2:1]([C:8]1[CH:14]=[CH:13][C:11]([NH2:12])=[CH:10][CH:9]=1)[C:2]1[CH:7]=[CH:6][CH:5]=[CH:4][CH:3]=1.[C:15]([O:19][C:20]([N:22]1[CH2:28][CH2:27][CH2:26][C@@H:23]1[CH:24]=O)=[O:21])([CH3:18])([CH3:17])[CH3:16].C(O[BH-](OC(=O)C)OC(=O)C)(=O)C.[Na+].C(O)(=O)C. The catalyst is ClC(Cl)C.C([O-])(O)=O.[Na+]. The product is [C:15]([O:19][C:20]([N:22]1[CH2:28][CH2:27][CH2:26][C@@H:23]1[CH2:24][NH:12][C:11]1[CH:10]=[CH:9][C:8]([CH2:1][C:2]2[CH:3]=[CH:4][CH:5]=[CH:6][CH:7]=2)=[CH:14][CH:13]=1)=[O:21])([CH3:18])([CH3:16])[CH3:17]. The yield is 0.850. (4) The reactants are [NH2:1][C:2]1[C:3]2[N:4]([C:8]([C@@H:26]3[CH2:31][O:30][CH2:29][CH2:28][NH:27]3)=[N:9][C:10]=2[C:11]2[CH:25]=[CH:24][C:14]([C:15]([NH:17][C:18]3[CH:23]=[CH:22][CH:21]=[CH:20][N:19]=3)=[O:16])=[CH:13][CH:12]=2)[CH:5]=[CH:6][N:7]=1.[C:32](O)(=[O:36])[C:33]#[C:34][CH3:35]. No catalyst specified. The product is [NH2:1][C:2]1[C:3]2[N:4]([C:8]([C@@H:26]3[CH2:31][O:30][CH2:29][CH2:28][N:27]3[C:32](=[O:36])[C:33]#[C:34][CH3:35])=[N:9][C:10]=2[C:11]2[CH:12]=[CH:13][C:14]([C:15]([NH:17][C:18]3[CH:23]=[CH:22][CH:21]=[CH:20][N:19]=3)=[O:16])=[CH:24][CH:25]=2)[CH:5]=[CH:6][N:7]=1. The yield is 0.141. (5) The reactants are Br[CH2:2][C:3]([CH3:5])=[CH2:4].[Br:6][C:7]1[CH:12]=[CH:11][C:10]([N+:13]([O-:15])=[O:14])=[CH:9][C:8]=1[NH:16][C:17](=[O:19])[CH3:18].C(=O)([O-])[O-].[K+].[K+]. The catalyst is CN(C=O)C. The product is [Br:6][C:7]1[CH:12]=[CH:11][C:10]([N+:13]([O-:15])=[O:14])=[CH:9][C:8]=1[N:16]([CH2:2][C:3]([CH3:5])=[CH2:4])[C:17](=[O:19])[CH3:18]. The yield is 0.850. (6) The reactants are Cl[C:2]1[N:3]=[CH:4][CH:5]=[C:6]2[C:11](=[O:12])[C:10]([C:13]3[CH:18]=[CH:17][C:16]([C:19]4([NH:23][C:24](=[O:30])[O:25][C:26]([CH3:29])([CH3:28])[CH3:27])[CH2:22][CH2:21][CH2:20]4)=[CH:15][CH:14]=3)=[C:9]([C:31]3[CH:36]=[CH:35][CH:34]=[CH:33][CH:32]=3)[O:8][C:7]=12.C1(C2C3C(=CC=CC=3)C=CC=2)C2C(=CC=CC=2)C=CC=1.C(PC(C)(C)C)(C)(C)C.C[C:67]([N:69](C)C)=O. The catalyst is [C-]#N.[Zn+2].[C-]#N.FC(F)(F)C([O-])=O.[Pd+2].FC(F)(F)C([O-])=O.[Zn]. The product is [C:67]([C:2]1[N:3]=[CH:4][CH:5]=[C:6]2[C:11](=[O:12])[C:10]([C:13]3[CH:14]=[CH:15][C:16]([C:19]4([NH:23][C:24](=[O:30])[O:25][C:26]([CH3:29])([CH3:28])[CH3:27])[CH2:20][CH2:21][CH2:22]4)=[CH:17][CH:18]=3)=[C:9]([C:31]3[CH:32]=[CH:33][CH:34]=[CH:35][CH:36]=3)[O:8][C:7]=12)#[N:69]. The yield is 0.610. (7) The reactants are [Cl:1][C:2]1[C:11]2[C:6](=[N:7][CH:8]=[C:9]([Cl:12])[CH:10]=2)[N:5](CC2C=CC(OC)=CC=2)[C:4](=[O:22])[C:3]=1[C:23]#[N:24]. The catalyst is C(O)(C(F)(F)F)=O. The product is [Cl:1][C:2]1[C:11]2[C:6](=[N:7][CH:8]=[C:9]([Cl:12])[CH:10]=2)[NH:5][C:4](=[O:22])[C:3]=1[C:23]#[N:24]. The yield is 0.960.